The task is: Predict the product of the given reaction.. This data is from Forward reaction prediction with 1.9M reactions from USPTO patents (1976-2016). (1) Given the reactants [C:1]1([S:7](Cl)(=[O:9])=[O:8])[CH:6]=[CH:5][CH:4]=[CH:3][CH:2]=1.C(N(CC)CC)C.[NH:18]1[CH2:23][CH2:22][CH:21]([CH2:24][N:25]2[C:33]3[C:28](=[N:29][C:30]([C:34]4[CH:35]=[N:36][N:37]([CH:39]5[CH2:44][CH2:43][CH2:42][CH2:41][O:40]5)[CH:38]=4)=[CH:31][CH:32]=3)[CH:27]=[CH:26]2)[CH2:20][CH2:19]1.CO, predict the reaction product. The product is: [C:1]1([S:7]([N:18]2[CH2:19][CH2:20][CH:21]([CH2:24][N:25]3[C:33]4[C:28](=[N:29][C:30]([C:34]5[CH:35]=[N:36][N:37]([CH:39]6[CH2:44][CH2:43][CH2:42][CH2:41][O:40]6)[CH:38]=5)=[CH:31][CH:32]=4)[CH:27]=[CH:26]3)[CH2:22][CH2:23]2)(=[O:9])=[O:8])[CH:6]=[CH:5][CH:4]=[CH:3][CH:2]=1. (2) The product is: [C:16]([O:20][C:21](=[O:46])[CH2:22][N:23]1[C:27]2[CH:28]=[CH:29][C:30]([N:32]([CH2:5][C:4]3[CH:7]=[CH:8][CH:9]=[C:2]([Cl:1])[CH:3]=3)[S:33]([C:36]3[CH:37]=[CH:38][C:39]([F:42])=[CH:40][CH:41]=3)(=[O:34])=[O:35])=[CH:31][C:26]=2[N:25]=[C:24]1[CH2:43][CH2:44][CH3:45])([CH3:19])([CH3:18])[CH3:17]. Given the reactants [Cl:1][C:2]1[CH:3]=[C:4]([CH:7]=[CH:8][CH:9]=1)[CH2:5]Cl.C([O-])([O-])=O.[K+].[K+].[C:16]([O:20][C:21](=[O:46])[CH2:22][N:23]1[C:27]2[CH:28]=[CH:29][C:30]([NH:32][S:33]([C:36]3[CH:41]=[CH:40][C:39]([F:42])=[CH:38][CH:37]=3)(=[O:35])=[O:34])=[CH:31][C:26]=2[N:25]=[C:24]1[CH2:43][CH2:44][CH3:45])([CH3:19])([CH3:18])[CH3:17], predict the reaction product. (3) Given the reactants [Cl:1][C:2]1[CH:7]=[CH:6][C:5]([N:8]([C@H:12]2[C:21]3[C:16](=[CH:17][CH:18]=[CH:19][CH:20]=3)[N:15]([C:22](=[O:31])[C:23]3[CH:28]=[CH:27][C:26]([O:29][CH3:30])=[CH:25][CH:24]=3)[C@@H:14]([CH3:32])[CH2:13]2)[C:9](=[O:11])[CH3:10])=[CH:4][CH:3]=1.[H-].[Na+].BrC[C:37]1[CH:42]=[CH:41][N:40]=[CH:39][CH:38]=1.C(O)C, predict the reaction product. The product is: [Cl:1][C:2]1[CH:7]=[CH:6][C:5]([N:8]([C@H:12]2[C:21]3[C:16](=[CH:17][CH:18]=[CH:19][CH:20]=3)[N:15]([C:22](=[O:31])[C:23]3[CH:24]=[CH:25][C:26]([O:29][CH2:30][C:37]4[CH:42]=[CH:41][N:40]=[CH:39][CH:38]=4)=[CH:27][CH:28]=3)[C@@H:14]([CH3:32])[CH2:13]2)[C:9](=[O:11])[CH3:10])=[CH:4][CH:3]=1. (4) Given the reactants C1(C)C=CC(S([N:10]2[CH2:18][CH2:17][CH2:16][C@@H:15]3[C@H:11]2[CH2:12][C:13]([P:27]([O:32]CC)(=[O:31])[O:28]CC)([P:19]([O:24]CC)(=[O:23])[O:20]CC)[CH2:14]3)(=O)=O)=CC=1.[ClH:36], predict the reaction product. The product is: [ClH:36].[C@@H:11]12[CH2:12][C:13]([P:27]([OH:32])(=[O:28])[OH:31])([P:19]([OH:23])(=[O:20])[OH:24])[CH2:14][C@@H:15]1[CH2:16][CH2:17][CH2:18][NH:10]2. (5) Given the reactants CN(C)[CH:3]=[C:4]([C:13]1[CH:18]=[CH:17][N:16]=[CH:15][CH:14]=1)[C:5]([C:7]1[CH:11]=[CH:10][O:9][C:8]=1[CH3:12])=O.Cl.[CH3:21][CH:22]1[CH2:27][CH2:26][CH2:25][N:24]([C:28](=[NH:30])[NH2:29])[CH2:23]1.CC(C)([O-])C.[K+], predict the reaction product. The product is: [CH3:12][C:8]1[O:9][CH:10]=[CH:11][C:7]=1[C:5]1[C:4]([C:13]2[CH:14]=[CH:15][N:16]=[CH:17][CH:18]=2)=[CH:3][N:29]=[C:28]([N:24]2[CH2:25][CH2:26][CH2:27][CH:22]([CH3:21])[CH2:23]2)[N:30]=1.